From a dataset of Reaction yield outcomes from USPTO patents with 853,638 reactions. Predict the reaction yield, written as a fraction of the theoretical maximum amount of product (1.0 means a 100% yield; for example, 0.34 means a 34% yield). (1) The reactants are [N:1]1([CH2:6][C:7]2[CH:8]=[C:9](Br)[C:10]([O:13][CH:14](F)F)=[N:11][CH:12]=2)[CH:5]=[N:4][CH:3]=[N:2]1.[CH3:18][O:19][C:20]1[N:25]=[C:24](B(O)O)[CH:23]=[CH:22][CH:21]=1.C1C=CC=CC=1.C(=O)([O-])[O-].[Na+].[Na+]. The catalyst is CCO.C1C=CC([P]([Pd]([P](C2C=CC=CC=2)(C2C=CC=CC=2)C2C=CC=CC=2)([P](C2C=CC=CC=2)(C2C=CC=CC=2)C2C=CC=CC=2)[P](C2C=CC=CC=2)(C2C=CC=CC=2)C2C=CC=CC=2)(C2C=CC=CC=2)C2C=CC=CC=2)=CC=1. The product is [CH3:14][O:13][C:10]1[C:9]([C:24]2[CH:23]=[CH:22][CH:21]=[C:20]([O:19][CH3:18])[N:25]=2)=[CH:8][C:7]([CH2:6][N:1]2[CH:5]=[N:4][CH:3]=[N:2]2)=[CH:12][N:11]=1. The yield is 0.250. (2) The reactants are [NH2:1][C:2]([CH3:7])([CH2:5][OH:6])[CH2:3][OH:4].[C:8](=O)(OCC)[O:9]CC. No catalyst specified. The product is [OH:4][CH2:3][C:2]1([CH3:7])[CH2:5][O:6][C:8](=[O:9])[NH:1]1. The yield is 0.250. (3) The reactants are [CH3:1][C:2]1[C:10]2[C:9](=[O:11])[NH:8][CH:7]=[N:6][C:5]=2[N:4]([C:12]2[CH:19]=[CH:18][C:15]([C:16]#[N:17])=[C:14]([NH:20][CH:21]3[CH2:26][CH2:25][O:24][CH2:23][CH2:22]3)[CH:13]=2)[N:3]=1.C([OH:29])C.CS(C)=O. The catalyst is O.OO.[OH-].[Na+].[Cl-].[Na+].O. The product is [CH3:1][C:2]1[C:10]2[C:9](=[O:11])[NH:8][CH:7]=[N:6][C:5]=2[N:4]([C:12]2[CH:19]=[CH:18][C:15]([C:16]([NH2:17])=[O:29])=[C:14]([NH:20][CH:21]3[CH2:26][CH2:25][O:24][CH2:23][CH2:22]3)[CH:13]=2)[N:3]=1. The yield is 0.940. (4) The reactants are Cl.Cl[C:3]1[CH:8]=[C:7]([C:9]2[CH:14]=[CH:13][CH:12]=[C:11]([Cl:15])[CH:10]=2)[N:6]=[C:5]2[CH2:16][CH2:17][CH2:18][C:4]=12.[SH:19][C:20]1[CH:25]=[CH:24][C:23]([CH2:26][C:27]([O:29][CH3:30])=[O:28])=[CH:22][CH:21]=1.CCN(CC)CC. The catalyst is CN(C=O)C. The product is [Cl:15][C:11]1[CH:10]=[C:9]([C:7]2[N:6]=[C:5]3[CH2:16][CH2:17][CH2:18][C:4]3=[C:3]([S:19][C:20]3[CH:21]=[CH:22][C:23]([CH2:26][C:27]([O:29][CH3:30])=[O:28])=[CH:24][CH:25]=3)[CH:8]=2)[CH:14]=[CH:13][CH:12]=1. The yield is 1.00. (5) The reactants are [N:1]1[CH:6]=[CH:5][N:4]=[CH:3][C:2]=1[C:7]#[C:8][C:9]12[CH2:18][CH:13]3[CH2:14][CH:15]([CH2:17][C:11]([NH:19]C(=O)OC(C)(C)C)([CH2:12]3)[CH2:10]1)[CH2:16]2.C(O)(C(F)(F)F)=O. The catalyst is C(Cl)Cl. The product is [N:1]1[CH:6]=[CH:5][N:4]=[CH:3][C:2]=1[C:7]#[C:8][C:9]12[CH2:18][CH:13]3[CH2:14][CH:15]([CH2:17][C:11]([NH2:19])([CH2:12]3)[CH2:10]1)[CH2:16]2. The yield is 0.780. (6) The reactants are [Br:1][C:2]1[CH:10]=[C:9]2[C:5]([C:6]3[CH2:14][CH2:13][N:12]([C:15]([O:17][C:18]([CH3:21])([CH3:20])[CH3:19])=[O:16])[CH2:11][C:7]=3[NH:8]2)=[CH:4][CH:3]=1.[H-].[Na+].[CH3:24]I. The catalyst is CN(C=O)C.C(Cl)Cl. The product is [Br:1][C:2]1[CH:10]=[C:9]2[C:5]([C:6]3[CH2:14][CH2:13][N:12]([C:15]([O:17][C:18]([CH3:21])([CH3:20])[CH3:19])=[O:16])[CH2:11][C:7]=3[N:8]2[CH3:24])=[CH:4][CH:3]=1. The yield is 0.860. (7) The reactants are [Br:1][C:2]1[CH:3]=[CH:4][C:5]([CH3:11])=[C:6]([CH:10]=1)[C:7]([OH:9])=O.CCN(C(C)C)C(C)C.CN(C(ON1N=NC2C=CC=CC1=2)=[N+](C)C)C.F[P-](F)(F)(F)(F)F.[N:45]1([C:51](=[O:53])[CH3:52])[CH2:50][CH2:49][NH:48][CH2:47][CH2:46]1. The catalyst is C(Cl)Cl. The product is [Br:1][C:2]1[CH:3]=[CH:4][C:5]([CH3:11])=[C:6]([CH:10]=1)[C:7]([N:48]1[CH2:49][CH2:50][N:45]([C:51](=[O:53])[CH3:52])[CH2:46][CH2:47]1)=[O:9]. The yield is 0.820. (8) The reactants are [C:1]([O:4][C@@H:5]1[C@@H:18]([O:19][C:20](=[O:22])[CH3:21])[C@H:17]([O:23][C:24](=[O:26])[CH3:25])[CH2:16][S:15][C@H:6]1[O:7][C:8]1[CH:13]=[CH:12][C:11](I)=[CH:10][CH:9]=1)(=[O:3])[CH3:2].[N:27]1[CH:32]=[CH:31][C:30](B(O)O)=[CH:29][CH:28]=1. No catalyst specified. The product is [C:1]([O:4][C@@H:5]1[C@@H:18]([O:19][C:20](=[O:22])[CH3:21])[C@H:17]([O:23][C:24](=[O:26])[CH3:25])[CH2:16][S:15][C@H:6]1[O:7][C:8]1[CH:13]=[CH:12][C:11]([C:30]2[CH:31]=[CH:32][N:27]=[CH:28][CH:29]=2)=[CH:10][CH:9]=1)(=[O:3])[CH3:2]. The yield is 0.780.